Dataset: Catalyst prediction with 721,799 reactions and 888 catalyst types from USPTO. Task: Predict which catalyst facilitates the given reaction. (1) Reactant: [CH:1]([C:4]1[CH:10]=[CH:9][CH:8]=[CH:7][C:5]=1[NH2:6])([CH3:3])[CH3:2].F[C:12]1[CH:17]=[CH:16][CH:15]=[CH:14][C:13]=1[N+:18]([O-:20])=[O:19].[F-].[K+]. Product: [CH:1]([C:4]1[CH:10]=[CH:9][CH:8]=[CH:7][C:5]=1[NH:6][C:12]1[CH:17]=[CH:16][CH:15]=[CH:14][C:13]=1[N+:18]([O-:20])=[O:19])([CH3:3])[CH3:2]. The catalyst class is: 6. (2) Reactant: [OH-].[Na+].[NH:3]1[C:11]2[C:6](=[CH:7][CH:8]=[CH:9][CH:10]=2)[CH:5]=[CH:4]1.[OH-].C([N+](CCCC)(CCCC)CCCC)CCC.[C:30]([N:33]1[CH2:42][CH2:41][C:40]2[C:35](=[CH:36][C:37]([S:43](Cl)(=[O:45])=[O:44])=[CH:38][CH:39]=2)[CH2:34]1)(=[O:32])[CH3:31]. Product: [N:3]1([S:43]([C:37]2[CH:36]=[C:35]3[C:40]([CH2:41][CH2:42][N:33]([C:30](=[O:32])[CH3:31])[CH2:34]3)=[CH:39][CH:38]=2)(=[O:44])=[O:45])[C:11]2[C:6](=[CH:7][CH:8]=[CH:9][CH:10]=2)[CH:5]=[CH:4]1. The catalyst class is: 7. (3) Product: [Br:1][C:2]1[CH:3]=[C:4]([CH:12]=[C:13]([CH2:15][O:16][S:18]([CH3:17])(=[O:20])=[O:19])[CH:14]=1)[C:5]([O:7][C:8]([CH3:11])([CH3:10])[CH3:9])=[O:6]. The catalyst class is: 2. Reactant: [Br:1][C:2]1[CH:3]=[C:4]([CH:12]=[C:13]([CH2:15][OH:16])[CH:14]=1)[C:5]([O:7][C:8]([CH3:11])([CH3:10])[CH3:9])=[O:6].[CH3:17][S:18](Cl)(=[O:20])=[O:19].C(N(CC)CC)C. (4) Reactant: [F:1][C:2]1[CH:18]=[CH:17][CH:16]=[C:15]([CH2:19][CH:20]=[CH:21][C:22]2[CH:27]=[CH:26][CH:25]=[CH:24][CH:23]=2)[C:3]=1[CH2:4][NH:5][S:6]([CH2:9][CH2:10][C:11]([O:13][CH3:14])=[O:12])(=[O:8])=[O:7].C1(=O)C=CC(=O)C=C1.[Cl-].[Li+].C(=O)([O-])[O-].[Na+].[Na+]. Product: [CH2:21]([C:20]1[N:5]([S:6]([CH2:9][CH2:10][C:11]([O:13][CH3:14])=[O:12])(=[O:7])=[O:8])[CH2:4][C:3]2[C:15]([CH:19]=1)=[CH:16][CH:17]=[CH:18][C:2]=2[F:1])[C:22]1[CH:23]=[CH:24][CH:25]=[CH:26][CH:27]=1. The catalyst class is: 165. (5) Reactant: CN(C=O)C.[C@H:6]1([OH:13])[CH2:11][CH2:10][C@H:9]([OH:12])[CH2:8][CH2:7]1.C(N(CC)CC)C.[Si:21](Cl)([C:24]([CH3:27])([CH3:26])[CH3:25])([CH3:23])[CH3:22]. Product: [Si:21]([O:12][C@H:9]1[CH2:10][CH2:11][C@H:6]([OH:13])[CH2:7][CH2:8]1)([C:24]([CH3:27])([CH3:26])[CH3:25])([CH3:23])[CH3:22]. The catalyst class is: 768. (6) Reactant: [OH:1][C@H:2]1[CH2:19][CH2:18][C@@:17]2([CH3:20])[C:4](=[CH:5][CH2:6][C@@H:7]3[C@@H:16]2[CH2:15][CH2:14][C@@:12]2([CH3:13])[C@H:8]3[CH2:9][CH2:10][C:11]2=[O:21])[CH2:3]1.C1C=C(Cl)C=C(C(OO)=[O:30])C=1.[O-]S([O-])=O.[Na+].[Na+].C([O-])(O)=O.[Na+]. Product: [OH:1][C@H:2]1[CH2:19][CH2:18][C@@:17]2([CH3:20])[C@:4]3([O:30][C@H:5]3[CH2:6][C@@H:7]3[C@@H:16]2[CH2:15][CH2:14][C@@:12]2([CH3:13])[C@H:8]3[CH2:9][CH2:10][C:11]2=[O:21])[CH2:3]1. The catalyst class is: 2. (7) Reactant: [F:1][C:2]1[CH:3]=[C:4]([N:15]2[CH2:19][C@H:18]([CH2:20][NH:21][C:22](=[O:24])[CH3:23])[O:17][C:16]2=[O:25])[CH:5]=[CH:6][C:7]=1[C:8]1[S:9][CH2:10][C:11](=[O:14])[NH:12][N:13]=1.[C:26](=O)([O-])[O-].[K+].[K+].IC. Product: [F:1][C:2]1[CH:3]=[C:4]([N:15]2[CH2:19][C@H:18]([CH2:20][NH:21][C:22](=[O:24])[CH3:23])[O:17][C:16]2=[O:25])[CH:5]=[CH:6][C:7]=1[C:8]1[S:9][CH2:10][C:11](=[O:14])[N:12]([CH3:26])[N:13]=1. The catalyst class is: 3.